From a dataset of Full USPTO retrosynthesis dataset with 1.9M reactions from patents (1976-2016). Predict the reactants needed to synthesize the given product. (1) Given the product [Br:15][C:8]1[CH:9]=[C:10]([C:12]#[N:13])[C:11]2[C:6]([CH:7]=1)=[CH:5][CH:4]=[C:3]([OH:14])[C:2]=2[Cl:1], predict the reactants needed to synthesize it. The reactants are: [Cl:1][C:2]1[C:3]([OH:14])=[CH:4][CH:5]=[C:6]2[C:11]=1[C:10]([C:12]#[N:13])=[CH:9][CH:8]=[CH:7]2.[Br:15]Br.O. (2) Given the product [OH:1][CH:2]([C:18]1[CH:27]=[CH:26][C:21]2[C:22](=[O:25])[O:23][CH2:24][C:20]=2[C:19]=1[CH3:28])[CH2:3][N:4]1[CH2:9][CH2:8][NH:7][CH2:6][C:5]1=[O:17], predict the reactants needed to synthesize it. The reactants are: [OH:1][CH:2]([C:18]1[CH:27]=[CH:26][C:21]2[C:22](=[O:25])[O:23][CH2:24][C:20]=2[C:19]=1[CH3:28])[CH2:3][N:4]1[CH2:9][CH2:8][N:7](C(OC(C)(C)C)=O)[CH2:6][C:5]1=[O:17].C(O)(C(F)(F)F)=O. (3) Given the product [Cl:1][C:2]1[CH:7]=[CH:6][C:5]2[N:4]([C:11]([C:10]([F:25])([F:9])[C:15]3[CH:16]=[C:17]4[C:22](=[CH:23][CH:24]=3)[N:21]=[CH:20][CH:19]=[CH:18]4)=[N:13][N:14]=2)[N:3]=1, predict the reactants needed to synthesize it. The reactants are: [Cl:1][C:2]1[N:3]=[N:4][C:5](Cl)=[CH:6][CH:7]=1.[F:9][C:10]([F:25])([C:15]1[CH:16]=[C:17]2[C:22](=[CH:23][CH:24]=1)[N:21]=[CH:20][CH:19]=[CH:18]2)[C:11]([NH:13][NH2:14])=O. (4) Given the product [Cl:22][C:23]1[CH:31]=[C:30]2[C:26]([C:27]([CH2:35][CH2:36][CH2:37][O:38][C:39]3[CH:40]=[C:41]([CH3:47])[C:42]([Cl:46])=[C:43]([CH3:45])[CH:44]=3)=[C:28]([C:32]([NH:8][S:5]([CH2:4][CH2:3][NH:2][C:15]([CH:9]3[CH2:14][CH2:13][CH2:12][CH2:11][CH2:10]3)=[O:16])(=[O:7])=[O:6])=[O:33])[NH:29]2)=[CH:25][CH:24]=1, predict the reactants needed to synthesize it. The reactants are: Cl.[NH2:2][CH2:3][CH2:4][S:5]([NH2:8])(=[O:7])=[O:6].[CH:9]1([C:15](Cl)=[O:16])[CH2:14][CH2:13][CH2:12][CH2:11][CH2:10]1.C(Cl)CCl.[Cl:22][C:23]1[CH:31]=[C:30]2[C:26]([C:27]([CH2:35][CH2:36][CH2:37][O:38][C:39]3[CH:44]=[C:43]([CH3:45])[C:42]([Cl:46])=[C:41]([CH3:47])[CH:40]=3)=[C:28]([C:32](O)=[O:33])[NH:29]2)=[CH:25][CH:24]=1. (5) Given the product [CH3:1][C:2]1([CH3:20])[C:7]2[CH:8]=[C:9]([C:12]3[N:16]([CH2:28][CH3:29])[C:15]([C:17]#[N:18])=[CH:14][CH:13]=3)[CH:10]=[CH:11][C:6]=2[NH:5][C:4](=[O:19])[O:3]1, predict the reactants needed to synthesize it. The reactants are: [CH3:1][C:2]1([CH3:20])[C:7]2[CH:8]=[C:9]([C:12]3[NH:16][C:15]([C:17]#[N:18])=[CH:14][CH:13]=3)[CH:10]=[CH:11][C:6]=2[NH:5][C:4](=[O:19])[O:3]1.C(=O)([O-])[O-].[K+].[K+].I[CH2:28][CH3:29].C(OC(=O)C)C. (6) Given the product [Cl:2][C:3]1[CH:15]=[CH:14][C:6]([O:7][CH:8]2[CH2:9][CH2:10][N:11]([C:31]([C:27]3[CH:26]=[C:25]([CH2:24][NH:23][C:21](=[O:22])[O:20][C:16]([CH3:18])([CH3:17])[CH3:19])[CH:30]=[CH:29][N:28]=3)=[O:32])[CH2:12][CH2:13]2)=[CH:5][CH:4]=1, predict the reactants needed to synthesize it. The reactants are: Cl.[Cl:2][C:3]1[CH:15]=[CH:14][C:6]([O:7][CH:8]2[CH2:13][CH2:12][NH:11][CH2:10][CH2:9]2)=[CH:5][CH:4]=1.[C:16]([O:20][C:21]([NH:23][CH2:24][C:25]1[CH:30]=[CH:29][N:28]=[C:27]([C:31](O)=[O:32])[CH:26]=1)=[O:22])([CH3:19])([CH3:18])[CH3:17].C(N(CC)C(C)C)(C)C.CN(C(ON1N=NC2C=CC=CC1=2)=[N+](C)C)C.F[P-](F)(F)(F)(F)F. (7) Given the product [CH3:25][N:26]([CH:8]=[CH:9][C:10](=[N:18][C:19]1[CH:20]=[CH:21][CH:22]=[CH:23][CH:24]=1)[O:11][C:12]1[CH:13]=[CH:14][CH:15]=[CH:16][CH:17]=1)[C:27]1[CH:32]=[CH:31][CH:30]=[CH:29][CH:28]=1, predict the reactants needed to synthesize it. The reactants are: O([CH:8]=[CH:9][C:10](=[N:18][C:19]1[CH:24]=[CH:23][CH:22]=[CH:21][CH:20]=1)[O:11][C:12]1[CH:17]=[CH:16][CH:15]=[CH:14][CH:13]=1)C1C=CC=CC=1.[CH3:25][NH:26][C:27]1[CH:32]=[CH:31][CH:30]=[CH:29][CH:28]=1. (8) Given the product [C:1]([C:5]1[CH:6]=[C:7]([NH:17][C:18]([NH:20][C:21]2[CH:22]=[N:23][C:24]([N:27]3[CH2:28][CH2:29][N:30]([C:42](=[O:43])[C:41]([CH3:46])([CH3:45])[CH3:40])[CH2:31][CH2:32]3)=[CH:25][CH:26]=2)=[O:19])[N:8]([C:10]2[CH:15]=[CH:14][C:13]([CH3:16])=[CH:12][CH:11]=2)[N:9]=1)([CH3:4])([CH3:2])[CH3:3], predict the reactants needed to synthesize it. The reactants are: [C:1]([C:5]1[CH:6]=[C:7]([NH:17][C:18]([NH:20][C:21]2[CH:22]=[N:23][C:24]([N:27]3[CH2:32][CH2:31][NH:30][CH2:29][CH2:28]3)=[CH:25][CH:26]=2)=[O:19])[N:8]([C:10]2[CH:15]=[CH:14][C:13]([CH3:16])=[CH:12][CH:11]=2)[N:9]=1)([CH3:4])([CH3:3])[CH3:2].C(N(CC)CC)C.[CH3:40][C:41]([CH3:46])([CH3:45])[C:42](Cl)=[O:43].